Dataset: Catalyst prediction with 721,799 reactions and 888 catalyst types from USPTO. Task: Predict which catalyst facilitates the given reaction. (1) The catalyst class is: 3. Product: [F:36][CH:37]([F:40])[CH2:38][NH:39][C:9](=[O:11])[CH2:8][CH2:7][C@H:6]([N:12]([CH3:35])[C:13]([C:15]1[CH:16]=[C:17]2[C:25](=[CH:26][CH:27]=1)[N:24]([CH3:28])[C:23]1[CH2:22][CH2:21][C@@H:20]([CH:29]3[CH2:30][CH2:31][O:32][CH2:33][CH2:34]3)[CH2:19][C:18]2=1)=[O:14])[CH2:5][OH:4]. Reactant: C([O:4][CH2:5][C@@H:6]([N:12]([CH3:35])[C:13]([C:15]1[CH:16]=[C:17]2[C:25](=[CH:26][CH:27]=1)[N:24]([CH3:28])[C:23]1[CH2:22][CH2:21][C@@H:20]([CH:29]3[CH2:34][CH2:33][O:32][CH2:31][CH2:30]3)[CH2:19][C:18]2=1)=[O:14])[CH2:7][CH2:8][C:9]([OH:11])=O)(=O)C.[F:36][CH:37]([F:40])[CH2:38][NH2:39].F[P-](F)(F)(F)(F)F.N1(OC(N(C)C)=[N+](C)C)C2N=CC=CC=2N=N1.C(N(CC)C(C)C)(C)C.C[O-].[Na+]. (2) Reactant: [Br:1][C:2]1[CH:3]=[CH:4][C:5]([NH2:8])=[N:6][CH:7]=1.CO[CH:11](OC)[N:12]([CH3:14])[CH3:13]. Product: [Br:1][C:2]1[CH:3]=[CH:4][C:5]([N:8]=[CH:11][N:12]([CH3:14])[CH3:13])=[N:6][CH:7]=1. The catalyst class is: 3. (3) Reactant: [Cl:1][C:2]1[CH:7]=[CH:6][C:5]([N+:8]([O-])=O)=[C:4]([CH:11]([F:13])[F:12])[CH:3]=1.Cl. Product: [Cl:1][C:2]1[CH:7]=[CH:6][C:5]([NH2:8])=[C:4]([CH:11]([F:12])[F:13])[CH:3]=1. The catalyst class is: 8. (4) Reactant: Br[C:2]1[CH:7]=[CH:6][CH:5]=[C:4]([F:8])[CH:3]=1.CON(C)[C:12]([C@@H:14]1[CH2:19][CH2:18][CH2:17][N:16]([C:20]([O:22][C:23]([CH3:26])([CH3:25])[CH3:24])=[O:21])[CH2:15]1)=[O:13]. Product: [F:8][C:4]1[CH:3]=[C:2]([CH:7]=[CH:6][CH:5]=1)[C:12]([C@@H:14]1[CH2:19][CH2:18][CH2:17][N:16]([C:20]([O:22][C:23]([CH3:26])([CH3:25])[CH3:24])=[O:21])[CH2:15]1)=[O:13]. The catalyst class is: 1. (5) Reactant: [NH2:1][C@H:2]1[CH2:7][CH2:6][N:5]([C:8]([O:10][C:11]([CH3:14])([CH3:13])[CH3:12])=[O:9])[CH2:4][C@H:3]1[F:15].C(=O)(O)[O-].[Na+].Cl[C:22]([O:24][CH2:25][C:26]1[CH:31]=[CH:30][CH:29]=[CH:28][CH:27]=1)=[O:23]. Product: [CH2:25]([O:24][C:22]([NH:1][C@H:2]1[CH2:7][CH2:6][N:5]([C:8]([O:10][C:11]([CH3:12])([CH3:14])[CH3:13])=[O:9])[CH2:4][C@H:3]1[F:15])=[O:23])[C:26]1[CH:31]=[CH:30][CH:29]=[CH:28][CH:27]=1. The catalyst class is: 34. (6) Reactant: [Br:1][C:2]1[CH:3]=[C:4]([CH:8]([OH:12])[CH2:9][C:10]#[N:11])[CH:5]=[CH:6][CH:7]=1.Cl. Product: [NH2:11][CH2:10][CH2:9][CH:8]([C:4]1[CH:5]=[CH:6][CH:7]=[C:2]([Br:1])[CH:3]=1)[OH:12]. The catalyst class is: 1. (7) Reactant: [Li+].[OH-].C([O:5][C:6](=[O:27])[CH2:7][N:8]1[C:16]2[CH2:15][CH2:14][CH2:13][C:12](=[O:17])[C:11]=2[C:10]([S:18][C:19]2[CH:24]=[CH:23][C:22]([Cl:25])=[CH:21][CH:20]=2)=[C:9]1[CH3:26])C. Product: [Cl:25][C:22]1[CH:23]=[CH:24][C:19]([S:18][C:10]2[C:11]3[C:12](=[O:17])[CH2:13][CH2:14][CH2:15][C:16]=3[N:8]([CH2:7][C:6]([OH:27])=[O:5])[C:9]=2[CH3:26])=[CH:20][CH:21]=1. The catalyst class is: 36. (8) Reactant: [C:1]([C:4]1[O:8][C:7]([N:9]([CH2:16][C:17]([O:19][CH2:20][CH3:21])=[O:18])[CH2:10][C:11]([O:13][CH2:14][CH3:15])=[O:12])=[N:6][CH:5]=1)(=O)[CH3:2].C([O-])(=O)C.[Na+].[Cl-].[OH:28][NH3+:29]. Product: [OH:28][N:29]=[C:1]([C:4]1[O:8][C:7]([N:9]([CH2:16][C:17]([O:19][CH2:20][CH3:21])=[O:18])[CH2:10][C:11]([O:13][CH2:14][CH3:15])=[O:12])=[N:6][CH:5]=1)[CH3:2]. The catalyst class is: 40. (9) Reactant: Cl[C:2]1[C:3]2[CH:10]=[CH:9][NH:8][C:4]=2[N:5]=[CH:6][N:7]=1.[Cl:11][C:12]1[CH:17]=[CH:16][C:15]([CH2:18][CH2:19][NH2:20])=[CH:14][CH:13]=1.CCO. Product: [Cl:11][C:12]1[CH:17]=[CH:16][C:15]([CH2:18][CH2:19][NH:20][C:2]2[C:3]3[CH:10]=[CH:9][NH:8][C:4]=3[N:5]=[CH:6][N:7]=2)=[CH:14][CH:13]=1. The catalyst class is: 13.